Dataset: Forward reaction prediction with 1.9M reactions from USPTO patents (1976-2016). Task: Predict the product of the given reaction. (1) Given the reactants Cl[C:2]1[N:7]=[C:6]([C:8]2[CH:16]=[CH:15][C:11]([C:12]([OH:14])=[O:13])=[CH:10][CH:9]=2)[CH:5]=[CH:4][N:3]=1.[CH3:17]S(C)=O.[N:21]1(CCN)[CH2:26][CH2:25][O:24][CH2:23][CH2:22]1.C[N:31]([CH:33]=O)C, predict the reaction product. The product is: [N:21]1([N:31]([CH2:33][CH3:17])[C:2]2[N:7]=[C:6]([C:8]3[CH:16]=[CH:15][C:11]([C:12]([OH:14])=[O:13])=[CH:10][CH:9]=3)[CH:5]=[CH:4][N:3]=2)[CH2:22][CH2:23][O:24][CH2:25][CH2:26]1. (2) Given the reactants C(O)C.[CH3:4][C:5]1[C:13]2[C:8](=[CH:9][CH:10]=[C:11]([CH3:36])[C:12]=2[C:14]2[N:15]=[C:16]([O:34]C)[C:17]3[CH2:23][N:22]([C:24]4[CH:29]=[C:28]([CH:30]([CH3:32])[CH3:31])[CH:27]=[CH:26][C:25]=4[CH3:33])[CH2:21][CH2:20][C:18]=3[N:19]=2)[NH:7][N:6]=1.Cl, predict the reaction product. The product is: [CH3:4][C:5]1[C:13]2[C:8](=[CH:9][CH:10]=[C:11]([CH3:36])[C:12]=2[C:14]2[N:15]=[C:16]([OH:34])[C:17]3[CH2:23][N:22]([C:24]4[CH:29]=[C:28]([CH:30]([CH3:31])[CH3:32])[CH:27]=[CH:26][C:25]=4[CH3:33])[CH2:21][CH2:20][C:18]=3[N:19]=2)[NH:7][N:6]=1. (3) Given the reactants C(O[C:4]([C:6]1[C:7]([OH:27])=[C:8]2[C:20]([C:21]3[CH:26]=[CH:25][CH:24]=[CH:23][CH:22]=3)=[N:19][O:18][C:9]2=[C:10]([C:12]2[CH:17]=[CH:16][CH:15]=[CH:14][CH:13]=2)[N:11]=1)=[O:5])C.[NH2:28][CH2:29][C:30]([OH:32])=[O:31].C[O-].[Na+], predict the reaction product. The product is: [OH:27][C:7]1[C:6]([C:4]([NH:28][CH2:29][C:30]([OH:32])=[O:31])=[O:5])=[N:11][C:10]([C:12]2[CH:17]=[CH:16][CH:15]=[CH:14][CH:13]=2)=[C:9]2[O:18][N:19]=[C:20]([C:21]3[CH:22]=[CH:23][CH:24]=[CH:25][CH:26]=3)[C:8]=12. (4) Given the reactants [Br:1][C:2]1[CH:7]=[N:6][CH:5]=[C:4]2[N:8]([CH2:11][CH2:12][OH:13])[N:9]=[CH:10][C:3]=12.[H-].[Na+].[CH3:16]I, predict the reaction product. The product is: [Br:1][C:2]1[CH:7]=[N:6][CH:5]=[C:4]2[N:8]([CH2:11][CH2:12][O:13][CH3:16])[N:9]=[CH:10][C:3]=12. (5) Given the reactants C(OC(=O)[NH:7][C@H:8]1[CH2:13][CH2:12][C@H:11]([CH2:14][CH2:15][N:16]2[CH2:21][CH2:20][CH:19]([C:22]3[C:26]4[CH:27]=[C:28]([F:31])[CH:29]=[CH:30][C:25]=4[O:24][N:23]=3)[CH2:18][CH2:17]2)[CH2:10][CH2:9]1)(C)(C)C.[F:33][C:34]([F:39])([F:38])[C:35]([OH:37])=[O:36].C([O-])(O)=O.[Na+], predict the reaction product. The product is: [F:33][C:34]([F:39])([F:38])[C:35]([OH:37])=[O:36].[F:31][C:28]1[CH:29]=[CH:30][C:25]2[O:24][N:23]=[C:22]([CH:19]3[CH2:20][CH2:21][N:16]([CH2:15][CH2:14][C@H:11]4[CH2:12][CH2:13][C@H:8]([NH2:7])[CH2:9][CH2:10]4)[CH2:17][CH2:18]3)[C:26]=2[CH:27]=1.